From a dataset of Aqueous solubility values for 9,982 compounds from the AqSolDB database. Regression/Classification. Given a drug SMILES string, predict its absorption, distribution, metabolism, or excretion properties. Task type varies by dataset: regression for continuous measurements (e.g., permeability, clearance, half-life) or binary classification for categorical outcomes (e.g., BBB penetration, CYP inhibition). For this dataset (solubility_aqsoldb), we predict Y. (1) The molecule is NC(=O)NN=CC(O)C(O)C(O)CO. The Y is 0.0200 log mol/L. (2) The drug is COC(=O)c1cc2cc3c(C)coc3c(C)c2oc1=O. The Y is -4.90 log mol/L. (3) The molecule is c1ccc(CNCc2ccccc2)cc1. The Y is -2.69 log mol/L. (4) The compound is CCCCO[P+](=O)OCCCC. The Y is -1.42 log mol/L.